This data is from Peptide-MHC class II binding affinity with 134,281 pairs from IEDB. The task is: Regression. Given a peptide amino acid sequence and an MHC pseudo amino acid sequence, predict their binding affinity value. This is MHC class II binding data. The peptide sequence is QAHSLERVCHCLGKWLGHPD. The MHC is H-2-IAs with pseudo-sequence H-2-IAs. The binding affinity (normalized) is 0.156.